Dataset: NCI-60 drug combinations with 297,098 pairs across 59 cell lines. Task: Regression. Given two drug SMILES strings and cell line genomic features, predict the synergy score measuring deviation from expected non-interaction effect. Drug 1: C1C(C(OC1N2C=NC3=C(N=C(N=C32)Cl)N)CO)O. Drug 2: CCN(CC)CCNC(=O)C1=C(NC(=C1C)C=C2C3=C(C=CC(=C3)F)NC2=O)C. Cell line: NCIH23. Synergy scores: CSS=57.4, Synergy_ZIP=-4.52, Synergy_Bliss=-4.81, Synergy_Loewe=-24.5, Synergy_HSA=-3.94.